From a dataset of Reaction yield outcomes from USPTO patents with 853,638 reactions. Predict the reaction yield, written as a fraction of the theoretical maximum amount of product (1.0 means a 100% yield; for example, 0.34 means a 34% yield). (1) The reactants are [CH2:1]([NH:8][C:9]1[CH:14]=[CH:13][C:12]([OH:15])=[CH:11][CH:10]=1)[C:2]1[CH:7]=[CH:6][CH:5]=[CH:4][CH:3]=1.[H-].[Na+].[C:18]([O:22][C:23]([N:25]1[CH2:29][CH2:28][CH2:27][C@@H:26]1[CH2:30]OS(C1C=CC(C)=CC=1)(=O)=O)=[O:24])([CH3:21])([CH3:20])[CH3:19]. The catalyst is CN(C=O)C. The product is [C:18]([O:22][C:23]([N:25]1[CH2:29][CH2:28][CH2:27][C@@H:26]1[CH2:30][O:15][C:12]1[CH:11]=[CH:10][C:9]([NH:8][CH2:1][C:2]2[CH:3]=[CH:4][CH:5]=[CH:6][CH:7]=2)=[CH:14][CH:13]=1)=[O:24])([CH3:21])([CH3:19])[CH3:20]. The yield is 0.440. (2) The reactants are [Cl:1][C:2]1[C:3]([F:26])=[CH:4][C:5]([OH:25])=[C:6]([C:8]2([CH2:23]O)[C:16]3[C:11](=[CH:12][CH:13]=[CH:14][CH:15]=3)[N:10]([CH2:17][CH2:18][CH2:19][CH2:20][CH3:21])[C:9]2=[O:22])[CH:7]=1.C1(CCN2C3C(=CC=CC=3)C(C3C(O)=CC4OCOC=4C=3)(CO)C2=O)CC1. No catalyst specified. The product is [Cl:1][C:2]1[C:3]([F:26])=[CH:4][C:5]2[O:25][CH2:23][C:8]3([C:16]4[C:11](=[CH:12][CH:13]=[CH:14][CH:15]=4)[N:10]([CH2:17][CH2:18][CH2:19][CH2:20][CH3:21])[C:9]3=[O:22])[C:6]=2[CH:7]=1. The yield is 0.800. (3) The catalyst is C1COCC1. The reactants are [CH:1]1(O)[CH2:6][CH2:5][CH2:4][CH2:3][CH2:2]1.[H-].[Na+].CC1C=CC(S([O:20][CH2:21][CH2:22][O:23][C:24]2[CH:29]=[CH:28][C:27]([CH2:30][C:31]3[CH:36]=[C:35]([Br:37])[CH:34]=[CH:33][C:32]=3[Cl:38])=[CH:26][CH:25]=2)(=O)=O)=CC=1. The yield is 0.566. The product is [Br:37][C:35]1[CH:34]=[CH:33][C:32]([Cl:38])=[C:31]([CH2:30][C:27]2[CH:26]=[CH:25][C:24]([O:23][CH2:22][CH2:21][O:20][CH:1]3[CH2:6][CH2:5][CH2:4][CH2:3][CH2:2]3)=[CH:29][CH:28]=2)[CH:36]=1. (4) The reactants are C(O)C.[CH2:4]([O:6][C:7](=[O:11])[CH2:8][C:9]#[N:10])[CH3:5].[OH-:12].[Na+].Cl.[NH2:15]O. The catalyst is O. The product is [CH2:4]([O:6][C:7](=[O:11])[CH2:8][C:9](=[NH:15])[NH:10][OH:12])[CH3:5]. The yield is 0.227. (5) The reactants are [H-].[Na+].[CH2:3]([O:5][C:6](=[O:12])[CH:7]([OH:11])[CH2:8][CH:9]=[CH2:10])[CH3:4].Br[CH2:14][C:15]([CH3:17])=[CH2:16]. The catalyst is C1COCC1. The product is [CH2:3]([O:5][C:6](=[O:12])[CH:7]([O:11][CH2:16][C:15]([CH3:17])=[CH2:14])[CH2:8][CH:9]=[CH2:10])[CH3:4]. The yield is 0.660. (6) The catalyst is C1(C)C=CC=CC=1.C([O-])(=O)C.[Pd+2].C([O-])(=O)C. The yield is 0.280. The reactants are [CH:1]1([C:4]([NH:12][C:13]([C:15]2[CH:20]=[C:19]([O:21][CH2:22][C:23]([F:26])([F:25])[F:24])[C:18](Br)=[CH:17][N:16]=2)=[O:14])([C:6]2[N:10]=[C:9]([CH3:11])[O:8][N:7]=2)[CH3:5])[CH2:3][CH2:2]1.C1C=CC(P(C2C(C3C(P(C4C=CC=CC=4)C4C=CC=CC=4)=CC=C4C=3C=CC=C4)=C3C(C=CC=C3)=CC=2)C2C=CC=CC=2)=CC=1.C(=O)([O-])[O-].[Cs+].[Cs+].Cl.[F:81][C:82]1([F:86])[CH2:85][NH:84][CH2:83]1. The product is [CH:1]1([C:4]([NH:12][C:13]([C:15]2[CH:20]=[C:19]([O:21][CH2:22][C:23]([F:26])([F:25])[F:24])[C:18]([N:84]3[CH2:85][C:82]([F:86])([F:81])[CH2:83]3)=[CH:17][N:16]=2)=[O:14])([C:6]2[N:10]=[C:9]([CH3:11])[O:8][N:7]=2)[CH3:5])[CH2:3][CH2:2]1.